Dataset: Catalyst prediction with 721,799 reactions and 888 catalyst types from USPTO. Task: Predict which catalyst facilitates the given reaction. (1) Reactant: [F:1][C:2]1[CH:7]=[CH:6][C:5]([S:8]([C:11]2[CH:16]=[C:15]([OH:17])[CH:14]=[CH:13][C:12]=2[OH:18])(=[O:10])=[O:9])=[CH:4][CH:3]=1.C[Si]([N-][Si](C)(C)C)(C)C.[K+].C1OCCOCCOCCOCCOCCOC1.Cl[C:48]1[C:53]([CH3:54])=[CH:52][C:51]([N+:55]([O-:57])=[O:56])=[CH:50][C:49]=1[CH3:58]. Product: [CH3:54][C:53]1[CH:52]=[C:51]([N+:55]([O-:57])=[O:56])[CH:50]=[C:49]([CH3:58])[C:48]=1[O:17][C:15]1[CH:14]=[CH:13][C:12]([OH:18])=[C:11]([S:8]([C:5]2[CH:6]=[CH:7][C:2]([F:1])=[CH:3][CH:4]=2)(=[O:10])=[O:9])[CH:16]=1. The catalyst class is: 60. (2) Reactant: [CH2:1]([O:8][C:9]1[CH:14]=[CH:13][C:12]([O:15][CH2:16][C:17]2[CH:22]=[CH:21][CH:20]=[CH:19][CH:18]=2)=[CH:11][C:10]=1C(=O)C)[C:2]1[CH:7]=[CH:6][CH:5]=[CH:4][CH:3]=1.[C:26]([O:29]O)(=[O:28])[CH3:27]. Product: [CH2:1]([O:8][C:9]1[CH:14]=[CH:13][C:12]([O:15][CH2:16][C:17]2[CH:22]=[CH:21][CH:20]=[CH:19][CH:18]=2)=[CH:11][C:10]=1[O:29][C:26](=[O:28])[CH3:27])[C:2]1[CH:3]=[CH:4][CH:5]=[CH:6][CH:7]=1. The catalyst class is: 15. (3) Reactant: [OH:1][C:2]1[CH:9]=[CH:8][C:5]([CH2:6][OH:7])=[CH:4][C:3]=1[O:10][CH3:11].C(N(CC)CC)C.[C:19](Cl)(=[O:21])[CH3:20]. Product: [C:19]([O:1][C:2]1[CH:9]=[CH:8][C:5]([CH2:6][OH:7])=[CH:4][C:3]=1[O:10][CH3:11])(=[O:21])[CH3:20]. The catalyst class is: 2. (4) Reactant: [F:1][C:2]1[C:7]([C:8]2[CH:13]=[CH:12][CH:11]=[C:10]([CH:14]=O)[CH:9]=2)=[CH:6][C:5]([CH2:16][NH:17][C:18]([C:20]2[CH:21]=[C:22]([CH2:26][CH:27]3[CH2:32][CH2:31][N:30](C(OC(C)(C)C)=O)[CH2:29][CH2:28]3)[CH:23]=[CH:24][CH:25]=2)=[O:19])=[CH:4][CH:3]=1.C[C@H:41]1[CH2:46][NH:45][CH2:44][CH2:43][N:42]1C(OC(C)(C)C)=O.[BH-](OC(C)=O)(OC(C)=O)OC(C)=O.[Na+]. Product: [F:1][C:2]1[C:7]([C:8]2[CH:13]=[CH:12][CH:11]=[C:10]([CH2:14][N:42]3[CH2:43][CH2:44][NH:45][CH2:46][CH2:41]3)[CH:9]=2)=[CH:6][C:5]([CH2:16][NH:17][C:18](=[O:19])[C:20]2[CH:25]=[CH:24][CH:23]=[C:22]([CH2:26][CH:27]3[CH2:28][CH2:29][NH:30][CH2:31][CH2:32]3)[CH:21]=2)=[CH:4][CH:3]=1. The catalyst class is: 2.